Predict the product of the given reaction. From a dataset of Forward reaction prediction with 1.9M reactions from USPTO patents (1976-2016). (1) Given the reactants [CH3:1][N:2]1[CH:6]=[C:5]([C:7](O)=[O:8])[C:4]([CH3:10])=[N:3]1.C(Cl)(=O)C(Cl)=O.[NH2:17][C:18]1[CH:19]=[C:20]([CH:37]=[CH:38][C:39]=1[F:40])[O:21][C:22]1[CH:23]=[CH:24][C:25]2[N:26]([CH:28]=[C:29]([NH:31][C:32]([CH:34]3[CH2:36][CH2:35]3)=[O:33])[N:30]=2)[N:27]=1, predict the reaction product. The product is: [CH:34]1([C:32]([NH:31][C:29]2[N:30]=[C:25]3[CH:24]=[CH:23][C:22]([O:21][C:20]4[CH:37]=[CH:38][C:39]([F:40])=[C:18]([NH:17][C:7]([C:5]5[C:4]([CH3:10])=[N:3][N:2]([CH3:1])[CH:6]=5)=[O:8])[CH:19]=4)=[N:27][N:26]3[CH:28]=2)=[O:33])[CH2:35][CH2:36]1. (2) Given the reactants Cl.[F:2][C:3]1[CH:4]=[C:5]([C@@H:14]([C:16]2[C:21]([F:22])=[CH:20][CH:19]=[CH:18][N:17]=2)[NH2:15])[CH:6]=[CH:7][C:8]=1[O:9][C:10]([F:13])([F:12])[F:11].[N:23]([C:26]1[CH:36]=[CH:35][C:29]([C:30]([O:32][CH2:33][CH3:34])=[O:31])=[CH:28][CH:27]=1)=[C:24]=[O:25].C(N(C(C)C)C(C)C)C, predict the reaction product. The product is: [F:2][C:3]1[CH:4]=[C:5]([C@@H:14]([C:16]2[C:21]([F:22])=[CH:20][CH:19]=[CH:18][N:17]=2)[NH:15][C:24](=[O:25])[NH:23][C:26]2[CH:36]=[CH:35][C:29]([C:30]([O:32][CH2:33][CH3:34])=[O:31])=[CH:28][CH:27]=2)[CH:6]=[CH:7][C:8]=1[O:9][C:10]([F:13])([F:12])[F:11]. (3) Given the reactants C[O:2][C:3]1[CH:4]=[N:5][C:6]2[N:28]([CH:29]=1)[C:9]1[N:10]([C:19]3[CH:24]=[CH:23][C:22]([N+:25]([O-:27])=[O:26])=[CH:21][CH:20]=3)[C:11](=[O:18])[C:12]3[C:17]([C:8]=1[N:7]=2)=[CH:16][CH:15]=[CH:14][CH:13]=3.Br, predict the reaction product. The product is: [OH:2][C:3]1[CH:4]=[N:5][C:6]2[N:28]([CH:29]=1)[C:9]1[N:10]([C:19]3[CH:20]=[CH:21][C:22]([N+:25]([O-:27])=[O:26])=[CH:23][CH:24]=3)[C:11](=[O:18])[C:12]3[C:17]([C:8]=1[N:7]=2)=[CH:16][CH:15]=[CH:14][CH:13]=3. (4) Given the reactants Cl.[C:2]([C:4]1[CH:5]=[C:6]([C:15]2[CH:20]=[CH:19][N:18]=[C:17]([NH:21][C:22]3[CH:26]=[CH:25][N:24]([CH:27]4[CH2:32][CH2:31][N:30](C(OC(C)(C)C)=O)[CH2:29][CH2:28]4)[N:23]=3)[CH:16]=2)[CH:7]=[CH:8][C:9]=1[O:10][CH2:11][CH:12]1[CH2:14][CH2:13]1)#[N:3], predict the reaction product. The product is: [CH:12]1([CH2:11][O:10][C:9]2[CH:8]=[CH:7][C:6]([C:15]3[CH:20]=[CH:19][N:18]=[C:17]([NH:21][C:22]4[CH:26]=[CH:25][N:24]([CH:27]5[CH2:28][CH2:29][NH:30][CH2:31][CH2:32]5)[N:23]=4)[CH:16]=3)=[CH:5][C:4]=2[C:2]#[N:3])[CH2:13][CH2:14]1. (5) Given the reactants C([Li])C[CH2:3][CH3:4].CCCCCC.F[C:13]1[CH:18]=[CH:17][C:16]([I:19])=[CH:15][N:14]=1.[Cl-].[NH4+:21], predict the reaction product. The product is: [I:19][C:16]1[CH:17]=[CH:18][C:13]([CH2:4][C:3]#[N:21])=[N:14][CH:15]=1. (6) Given the reactants [CH2:1]([C@H:8]1[N:13]([C:14]([C:16]2[N:17]=[CH:18][N:19]([C@@H:27]3[CH2:32][CH2:31][CH2:30][CH2:29][C@:28]3([CH2:34][CH:35]3[CH2:37][CH2:36]3)[OH:33])[C:20]=2[C:21]2[CH:26]=[CH:25][CH:24]=[CH:23][CH:22]=2)=[O:15])[CH2:12][CH2:11][N:10](C(OC(C)(C)C)=O)[CH2:9]1)[C:2]1[CH:7]=[CH:6][CH:5]=[CH:4][CH:3]=1.C(OCC)(=O)C.[ClH:51], predict the reaction product. The product is: [ClH:51].[CH2:1]([C@@H:8]1[CH2:9][NH:10][CH2:11][CH2:12][N:13]1[C:14]([C:16]1[N:17]=[CH:18][N:19]([C@@H:27]2[CH2:32][CH2:31][CH2:30][CH2:29][C@:28]2([CH2:34][CH:35]2[CH2:36][CH2:37]2)[OH:33])[C:20]=1[C:21]1[CH:22]=[CH:23][CH:24]=[CH:25][CH:26]=1)=[O:15])[C:2]1[CH:3]=[CH:4][CH:5]=[CH:6][CH:7]=1. (7) Given the reactants [CH:1]1([NH:7][C:8]2[N:9]([C:17]3[CH:22]=[CH:21][CH:20]=[CH:19][CH:18]=3)[N:10]=[C:11]3[C:16]=2[CH:15]=[CH:14][CH:13]=[CH:12]3)[CH2:6][CH2:5][CH2:4][CH2:3][CH2:2]1.[N:23]([C:26]1[C:31]([CH3:32])=[CH:30][CH:29]=[CH:28][C:27]=1[CH3:33])=[C:24]=[O:25], predict the reaction product. The product is: [CH:1]1([N:7]([C:8]2[N:9]([C:17]3[CH:18]=[CH:19][CH:20]=[CH:21][CH:22]=3)[N:10]=[C:11]3[C:16]=2[CH:15]=[CH:14][CH:13]=[CH:12]3)[C:24]([NH:23][C:26]2[C:27]([CH3:33])=[CH:28][CH:29]=[CH:30][C:31]=2[CH3:32])=[O:25])[CH2:6][CH2:5][CH2:4][CH2:3][CH2:2]1. (8) The product is: [CH2:10]([N:17]1[CH2:22][CH2:21][C:20]([C:3]2[CH:8]=[CH:7][CH:6]=[C:5]([CH3:9])[CH:4]=2)([OH:23])[CH2:19][CH2:18]1)[C:11]1[CH:12]=[CH:13][CH:14]=[CH:15][CH:16]=1. Given the reactants [Mg].Br[C:3]1[CH:4]=[C:5]([CH3:9])[CH:6]=[CH:7][CH:8]=1.[CH2:10]([N:17]1[CH2:22][CH2:21][C:20](=[O:23])[CH2:19][CH2:18]1)[C:11]1[CH:16]=[CH:15][CH:14]=[CH:13][CH:12]=1, predict the reaction product.